This data is from Full USPTO retrosynthesis dataset with 1.9M reactions from patents (1976-2016). The task is: Predict the reactants needed to synthesize the given product. (1) Given the product [C:18]([O:21][CH2:22][C:23]1[C:24]([N:38]2[CH2:50][CH2:49][N:41]3[C:42]4[CH2:43][CH2:44][CH2:45][CH2:46][C:47]=4[CH:48]=[C:40]3[C:39]2=[O:51])=[CH:25][CH:26]=[CH:27][C:28]=1[C:2]1[CH:3]=[C:4]([NH:10][C:11]2[CH:15]=[C:14]([O:16][CH3:17])[NH:13][N:12]=2)[C:5](=[O:9])[N:6]([CH3:8])[CH:7]=1)(=[O:20])[CH3:19], predict the reactants needed to synthesize it. The reactants are: Br[C:2]1[CH:3]=[C:4]([NH:10][C:11]2[CH:15]=[C:14]([O:16][CH3:17])[NH:13][N:12]=2)[C:5](=[O:9])[N:6]([CH3:8])[CH:7]=1.[C:18]([O:21][CH2:22][C:23]1[C:28](B2OC(C)(C)C(C)(C)O2)=[CH:27][CH:26]=[CH:25][C:24]=1[N:38]1[CH2:50][CH2:49][N:41]2[C:42]3[CH2:43][CH2:44][CH2:45][CH2:46][C:47]=3[CH:48]=[C:40]2[C:39]1=[O:51])(=[O:20])[CH3:19].COCCOC.C(=O)([O-])[O-].[Na+].[Na+]. (2) The reactants are: Br[C:2]1[CH:11]=[CH:10][C:5]([C:6]([O:8][CH3:9])=[O:7])=[C:4]([CH3:12])[CH:3]=1.[CH2:13](Cl)Cl.O1[CH2:21][CH2:20]OCC1. Given the product [CH:20]([C:2]1[CH:11]=[CH:10][C:5]([C:6]([O:8][CH3:9])=[O:7])=[C:4]([CH3:12])[CH:3]=1)([CH3:21])[CH3:13], predict the reactants needed to synthesize it. (3) Given the product [NH2:18][C:10]1[O:11][C@H:12]([C:14]([F:16])([F:17])[F:15])[CH2:13][C@:8]([C:6]2[CH:7]=[C:2]([NH:1][C:29]([C:26]3[CH:25]=[N:24][C:23]([CH:22]([F:32])[F:21])=[CH:28][N:27]=3)=[O:30])[CH:3]=[CH:4][C:5]=2[F:20])([CH3:19])[N:9]=1, predict the reactants needed to synthesize it. The reactants are: [NH2:1][C:2]1[CH:3]=[CH:4][C:5]([F:20])=[C:6]([C@:8]2([CH3:19])[CH2:13][C@@H:12]([C:14]([F:17])([F:16])[F:15])[O:11][C:10]([NH2:18])=[N:9]2)[CH:7]=1.[F:21][CH:22]([F:32])[C:23]1[N:24]=[CH:25][C:26]([C:29](O)=[O:30])=[N:27][CH:28]=1.